Dataset: CYP2C9 inhibition data for predicting drug metabolism from PubChem BioAssay. Task: Regression/Classification. Given a drug SMILES string, predict its absorption, distribution, metabolism, or excretion properties. Task type varies by dataset: regression for continuous measurements (e.g., permeability, clearance, half-life) or binary classification for categorical outcomes (e.g., BBB penetration, CYP inhibition). Dataset: cyp2c9_veith. (1) The drug is O=C(Oc1oc(-c2ccco2)nc1C=Nc1ccc(Cl)cc1)c1ccco1. The result is 0 (non-inhibitor). (2) The drug is CC(=O)NC(O)C(=O)c1ccco1. The result is 0 (non-inhibitor). (3) The compound is O=C1N=C2SCCN2/C1=C\c1c(Cl)cccc1Cl. The result is 1 (inhibitor). (4) The drug is Cc1ccccc1-c1cncnc1N1CCNCC1. The result is 0 (non-inhibitor). (5) The molecule is CCCc1nnc(NC(=O)CCC(=O)NCc2ccccc2OC)s1. The result is 0 (non-inhibitor). (6) The compound is COc1ccc(CC(=O)Nc2cccc(-c3nnc(-c4ccco4)o3)c2)cc1. The result is 1 (inhibitor). (7) The molecule is CCCN(CC1CC1)c1nc(C)nc(Nc2c(Cl)cc(Cl)cc2Cl)c1Cl. The result is 0 (non-inhibitor).